Predict the reaction yield, written as a fraction of the theoretical maximum amount of product (1.0 means a 100% yield; for example, 0.34 means a 34% yield). From a dataset of Reaction yield outcomes from USPTO patents with 853,638 reactions. (1) The reactants are [Br:1][C:2]1[CH:7]=[CH:6][C:5](B(O)O)=[CH:4][CH:3]=1.I[C:12]1[CH:17]=[CH:16][CH:15]=[CH:14][C:13]=1[NH2:18].C1(C)C=CC=CC=1.C([O-])([O-])=O.[Na+].[Na+]. The catalyst is CCOC(C)=O.O. The product is [Br:1][C:2]1[CH:7]=[CH:6][C:5]([C:12]2[CH:17]=[CH:16][CH:15]=[CH:14][C:13]=2[NH2:18])=[CH:4][CH:3]=1. The yield is 0.640. (2) The reactants are Cl.[CH3:2][C:3]1[C:7]([CH2:8][N:9]2[CH:13]=[C:12]([NH2:14])[CH:11]=[N:10]2)=[C:6]([CH3:15])[O:5][N:4]=1.[C:16](=O)(OC1C=CC=CN=1)[O:17]C1C=CC=CN=1.C(N(CC)CC)C. The catalyst is ClCCl. The product is [N:14]([C:12]1[CH:11]=[N:10][N:9]([CH2:8][C:7]2[C:3]([CH3:2])=[N:4][O:5][C:6]=2[CH3:15])[CH:13]=1)=[C:16]=[O:17]. The yield is 1.00. (3) The reactants are [Cl:1][C:2]1[CH:7]=[CH:6][C:5](Br)=[CH:4][CH:3]=1.[Li]CCCC.[Cl:14][C:15]1[CH:26]=[CH:25][C:18]([C:19](N(OC)C)=[O:20])=[CH:17][N:16]=1. The catalyst is C1COCC1. The product is [Cl:1][C:2]1[CH:7]=[CH:6][C:5]([C:19]([C:18]2[CH:17]=[N:16][C:15]([Cl:14])=[CH:26][CH:25]=2)=[O:20])=[CH:4][CH:3]=1. The yield is 0.790.